From a dataset of Full USPTO retrosynthesis dataset with 1.9M reactions from patents (1976-2016). Predict the reactants needed to synthesize the given product. (1) Given the product [CH3:1][S:2]([O:24][CH2:23][CH:18]1[CH2:19][CH2:20][CH2:21][CH2:22][N:17]1[S:14]([C:10]1[CH:11]=[CH:12][CH:13]=[C:8]([C:7]([F:6])([F:25])[F:26])[CH:9]=1)(=[O:15])=[O:16])(=[O:4])=[O:3], predict the reactants needed to synthesize it. The reactants are: [CH3:1][S:2](Cl)(=[O:4])=[O:3].[F:6][C:7]([F:26])([F:25])[C:8]1[CH:9]=[C:10]([S:14]([N:17]2[CH2:22][CH2:21][CH2:20][CH2:19][CH:18]2[CH2:23][OH:24])(=[O:16])=[O:15])[CH:11]=[CH:12][CH:13]=1.C(N(CC)CC)C. (2) Given the product [CH3:1][O:2][C:3]1[CH:4]=[C:5]2[C:10](=[CH:11][C:12]=1[O:13][CH3:14])[N:9]=[CH:8][CH:7]=[C:6]2[O:15][C:16]1[CH:22]=[CH:21][C:19]([NH:20][C:40](=[O:42])[O:58][CH:56]([C:55]2[CH:59]=[CH:60][CH:61]=[C:53]([C:52]([F:62])([F:63])[F:51])[CH:54]=2)[CH3:57])=[C:18]([CH3:23])[C:17]=1[CH3:24], predict the reactants needed to synthesize it. The reactants are: [CH3:1][O:2][C:3]1[CH:4]=[C:5]2[C:10](=[CH:11][C:12]=1[O:13][CH3:14])[N:9]=[CH:8][CH:7]=[C:6]2[O:15][C:16]1[CH:22]=[CH:21][C:19]([NH2:20])=[C:18]([CH3:23])[C:17]=1[CH3:24].C1(C)C=CC=CC=1.C(N(CC)CC)C.Cl[C:40](Cl)([O:42]C(=O)OC(Cl)(Cl)Cl)Cl.[F:51][C:52]([F:63])([F:62])[C:53]1[CH:54]=[C:55]([CH:59]=[CH:60][CH:61]=1)[CH:56]([OH:58])[CH3:57]. (3) Given the product [Cl:20][CH2:21][C:22]([NH:8][C:7]1[CH:9]=[C:10]([N+:12]([O-:14])=[O:13])[CH:11]=[C:5]([S:2]([CH3:1])(=[O:4])=[O:3])[CH:6]=1)=[O:23], predict the reactants needed to synthesize it. The reactants are: [CH3:1][S:2]([C:5]1[CH:6]=[C:7]([CH:9]=[C:10]([N+:12]([O-:14])=[O:13])[CH:11]=1)[NH2:8])(=[O:4])=[O:3].C(=O)([O-])O.[K+].[Cl:20][CH2:21][C:22](Cl)=[O:23].CC(C)=O.C(OC(C)C)(C)C.